From a dataset of Reaction yield outcomes from USPTO patents with 853,638 reactions. Predict the reaction yield, written as a fraction of the theoretical maximum amount of product (1.0 means a 100% yield; for example, 0.34 means a 34% yield). (1) The catalyst is O.[OH-].[Na+]. The yield is 0.940. The reactants are NC1C=CC(C#N)=NC=1N.ClC1C=C(C=CC=1Cl)[O:15]C1C=CC(C=O)=CC=1.CN(C)C(=O)C.[Cl:34][C:35]1[CH:36]=[C:37]([CH:56]=[CH:57][C:58]=1[Cl:59])[O:38][C:39]1[CH:44]=[CH:43][C:42]([C:45]2[NH:46][C:47]3[C:48]([N:55]=2)=[N:49][C:50]([C:53]#[N:54])=[CH:51][CH:52]=3)=[CH:41][CH:40]=1. The product is [Cl:34][C:35]1[CH:36]=[C:37]([CH:56]=[CH:57][C:58]=1[Cl:59])[O:38][C:39]1[CH:44]=[CH:43][C:42]([C:45]2[NH:46][C:47]3[C:48]([N:55]=2)=[N:49][C:50]([C:53]([NH2:54])=[O:15])=[CH:51][CH:52]=3)=[CH:41][CH:40]=1. (2) The reactants are C(O[C:9](=O)[NH:10][C@@H:11]([C:30]1[CH:35]=[CH:34][CH:33]=[CH:32][CH:31]=1)[C:12]([N:14]1[CH2:18][CH2:17][C@H:16]([O:19][CH2:20][CH2:21][O:22][CH2:23][CH2:24][O:25][CH2:26][CH2:27][O:28][CH3:29])[CH2:15]1)=O)C1C=CC=CC=1.[H-].[H-].[H-].[H-].[Li+].[Al+3].C(=O)([O-])[O-].[Na+].[Na+]. The catalyst is C1COCC1. The product is [CH3:29][O:28][CH2:27][CH2:26][O:25][CH2:24][CH2:23][O:22][CH2:21][CH2:20][O:19][C@H:16]1[CH2:17][CH2:18][N:14]([CH2:12][C@H:11]([C:30]2[CH:31]=[CH:32][CH:33]=[CH:34][CH:35]=2)[NH:10][CH3:9])[CH2:15]1. The yield is 0.460. (3) The reactants are [C:1]([O:5][C:6]([N:8]([CH2:13][C:14]([OH:16])=[O:15])[CH2:9][C:10]([OH:12])=O)=[O:7])([CH3:4])([CH3:3])[CH3:2].C1CCC(N=C=NC2CCCCC2)CC1. The catalyst is ClCCl. The product is [C:1]([O:5][C:6]([N:8]1[CH2:9][C:10](=[O:12])[O:16][C:14](=[O:15])[CH2:13]1)=[O:7])([CH3:2])([CH3:3])[CH3:4]. The yield is 0.990. (4) The reactants are [Cl:1][C:2]1[N:3]=[CH:4][C:5]2[NH:11][C:10](=O)[C:9]([CH3:14])([CH3:13])[CH2:8][N:7]([CH:15]3[CH2:19][CH2:18][CH2:17][CH2:16]3)[C:6]=2[N:20]=1.[NH2:21][NH2:22].O1CCC[CH2:24]1.C([O-])(O)=O.[Na+]. The catalyst is P(Cl)(Cl)(Cl)=O. The product is [Cl:1][C:2]1[N:3]=[CH:4][C:5]2[N:11]3[C:10]([C:9]([CH3:14])([CH3:13])[CH2:8][N:7]([CH:15]4[CH2:19][CH2:18][CH2:17][CH2:16]4)[C:6]=2[N:20]=1)=[N:22][N:21]=[CH:24]3. The yield is 0.690. (5) The reactants are [O:1]1[CH:5]=[CH:4][C:3](C(O)=O)=[CH:2]1.C([N:11]([CH2:14]C)CC)C.C1(P(N=[N+]=[N-])(C2C=CC=CC=2)=[O:23])C=CC=CC=1.[C:33]([OH:37])([CH3:36])([CH3:35])[CH3:34]. No catalyst specified. The product is [O:1]1[CH:5]=[CH:4][C:3]([NH:11][C:14](=[O:23])[O:37][C:33]([CH3:36])([CH3:35])[CH3:34])=[CH:2]1. The yield is 0.760.